From a dataset of Full USPTO retrosynthesis dataset with 1.9M reactions from patents (1976-2016). Predict the reactants needed to synthesize the given product. Given the product [CH2:7]([O:6][C:4]([CH:3]1[CH:25]([CH3:26])[CH2:24][C:23](=[O:27])[N:22]([CH2:21][CH2:20][C:17]2[CH:16]=[CH:15][C:14]([F:13])=[CH:19][CH:18]=2)[C:2]1=[O:10])=[O:5])[CH3:8], predict the reactants needed to synthesize it. The reactants are: [Na].[C:2]([O:10]CC)(=O)[CH2:3][C:4]([O:6][CH2:7][CH3:8])=[O:5].[F:13][C:14]1[CH:19]=[CH:18][C:17]([CH2:20][CH2:21][NH:22][C:23](=[O:27])/[CH:24]=[CH:25]/[CH3:26])=[CH:16][CH:15]=1.